From a dataset of Forward reaction prediction with 1.9M reactions from USPTO patents (1976-2016). Predict the product of the given reaction. (1) The product is: [Cl:8][C:9]1[CH:10]=[CH:11][C:12]([CH2:33][NH:34][C:35]2[CH:40]=[CH:39][C:38]([C:41]3[CH:46]=[CH:45][CH:44]=[C:43]([O:47][C:48]([F:51])([F:49])[F:50])[CH:42]=3)=[CH:37][CH:36]=2)=[C:13]([C:15]2[CH:16]=[CH:17][C:18]([C:21]([NH:23][CH2:24][CH2:25][C:26]([OH:28])=[O:27])=[O:22])=[N:19][CH:20]=2)[CH:14]=1. Given the reactants Cl.O1CCOCC1.[Cl:8][C:9]1[CH:10]=[CH:11][C:12]([CH2:33][NH:34][C:35]2[CH:40]=[CH:39][C:38]([C:41]3[CH:46]=[CH:45][CH:44]=[C:43]([O:47][C:48]([F:51])([F:50])[F:49])[CH:42]=3)=[CH:37][CH:36]=2)=[C:13]([C:15]2[CH:16]=[CH:17][C:18]([C:21]([NH:23][CH2:24][CH2:25][C:26]([O:28]C(C)(C)C)=[O:27])=[O:22])=[N:19][CH:20]=2)[CH:14]=1, predict the reaction product. (2) Given the reactants I[C:2]1[NH:6][C:5]([C@@H:7]2[CH2:11][C@H:10]([CH3:12])[CH2:9][N:8]2[C:13]([O:15][C:16]([CH3:19])([CH3:18])[CH3:17])=[O:14])=[N:4][CH:3]=1.[C:20]([C:22]1[CH:27]=[CH:26][C:25]([C:28]#[CH:29])=[CH:24][CH:23]=1)#[CH:21], predict the reaction product. The product is: [C:16]([O:15][C:13]([N:8]1[CH2:9][C@@H:10]([CH3:12])[CH2:11][C@H:7]1[C:5]1[NH:4][CH:3]=[C:2]([C:21]#[C:20][C:22]2[CH:27]=[CH:26][C:25]([C:28]#[C:29][C:2]3[N:6]=[C:5]([C@@H:7]4[CH2:11][C@H:10]([CH3:12])[CH2:9][N:8]4[C:13]([O:15][C:16]([CH3:17])([CH3:19])[CH3:18])=[O:14])[NH:4][CH:3]=3)=[CH:24][CH:23]=2)[N:6]=1)=[O:14])([CH3:19])([CH3:18])[CH3:17]. (3) Given the reactants [F:1][C:2]1[C:3]([NH:12][C:13]2[CH:18]=[CH:17][C:16]([C:19]#[C:20][CH2:21][O:22][CH:23]3[CH2:28][CH2:27][CH2:26][CH2:25][O:24]3)=[CH:15][C:14]=2[F:29])=[C:4]([CH:8]=[CH:9][C:10]=1[F:11])[C:5]([OH:7])=O.C1N=CN(C(N2C=NC=C2)=O)C=1.[NH2:42][O:43][CH2:44][CH2:45][OH:46], predict the reaction product. The product is: [F:1][C:2]1[C:3]([NH:12][C:13]2[CH:18]=[CH:17][C:16]([C:19]#[C:20][CH2:21][O:22][CH:23]3[CH2:28][CH2:27][CH2:26][CH2:25][O:24]3)=[CH:15][C:14]=2[F:29])=[C:4]([CH:8]=[CH:9][C:10]=1[F:11])[C:5]([NH:42][O:43][CH2:44][CH2:45][OH:46])=[O:7]. (4) Given the reactants [C:1]([O:5][C:6]([N:8]([CH3:32])[C@@H:9]([CH3:31])[C:10]([NH:12][C@@H:13]([CH:28]([CH3:30])[CH3:29])[C:14]([N:16]1[C:20]2=[N:21][CH:22]=[CH:23][CH:24]=[C:19]2[CH2:18][C@H:17]1[C:25]([OH:27])=O)=[O:15])=[O:11])=[O:7])([CH3:4])([CH3:3])[CH3:2].C(N(C(C)C)CC)(C)C.C1(P(Cl)(C2C=CC=CC=2)=O)C=CC=CC=1.[F:57][C:58]1[CH:64]=[CH:63][C:62]([CH3:65])=[CH:61][C:59]=1[NH2:60].OS([O-])(=O)=O.[K+], predict the reaction product. The product is: [F:57][C:58]1[CH:64]=[CH:63][C:62]([CH3:65])=[CH:61][C:59]=1[NH:60][C:25]([C@H:17]1[N:16]([C:14](=[O:15])[C@@H:13]([NH:12][C:10](=[O:11])[C@@H:9]([N:8]([CH3:32])[C:6](=[O:7])[O:5][C:1]([CH3:2])([CH3:4])[CH3:3])[CH3:31])[CH:28]([CH3:30])[CH3:29])[C:20]2=[N:21][CH:22]=[CH:23][CH:24]=[C:19]2[CH2:18]1)=[O:27]. (5) The product is: [Cl:21][C:18]1[N:19]=[CH:20][C:15]([N:10]2[CH2:11][CH2:12][N:8]([C:3]3[CH:4]=[N:5][CH:6]=[CH:7][C:2]=3[CH3:1])[C:9]2=[O:13])=[CH:16][N:17]=1. Given the reactants [CH3:1][C:2]1[CH:7]=[CH:6][N:5]=[CH:4][C:3]=1[N:8]1[CH2:12][CH2:11][NH:10][C:9]1=[O:13].Br[C:15]1[CH:16]=[N:17][C:18]([Cl:21])=[N:19][CH:20]=1.N[C@@H]1CCCC[C@H]1N.C(=O)([O-])[O-].[K+].[K+], predict the reaction product. (6) Given the reactants [N+]([C:4]1[CH:33]=[CH:32][CH:31]=[CH:30][C:5]=1[C:6]([NH:8][CH:9]([C:11]1[N:16]=[N:15][C:14]([NH:17][C:18]2[CH:23]=[C:22]([O:24][CH3:25])[C:21]([O:26][CH3:27])=[C:20]([O:28][CH3:29])[CH:19]=2)=[N:13][CH:12]=1)[CH3:10])=[O:7])([O-])=O.NC(C1N=NC(NC2C=C(OC)C(OC)=C(OC)C=2)=NC=1)C.C(N(CC)CC)C.[F:63][C:64]([F:75])([F:74])C1C=C(C=CC=1)C(Cl)=O, predict the reaction product. The product is: [F:63][C:64]([F:75])([F:74])[C:33]1[CH:4]=[C:5]([CH:30]=[CH:31][CH:32]=1)[C:6]([NH:8][CH:9]([C:11]1[N:16]=[N:15][C:14]([NH:17][C:18]2[CH:19]=[C:20]([O:28][CH3:29])[C:21]([O:26][CH3:27])=[C:22]([O:24][CH3:25])[CH:23]=2)=[N:13][CH:12]=1)[CH3:10])=[O:7]. (7) Given the reactants B.C1C[O:5]CC1.C1COCC1.[C:12]1([CH3:46])[CH:17]=[CH:16][C:15]([C:18]2[N:19]=[C:20]3[CH:34]=[CH:33][CH2:32][N:31]([CH2:35][CH2:36][CH2:37][CH2:38][CH2:39][CH2:40][C:41]([O:43][CH2:44][CH3:45])=[O:42])[C:21]3=[N:22][C:23]=2[C:24]2[CH:29]=[CH:28][C:27]([CH3:30])=[CH:26][CH:25]=2)=[CH:14][CH:13]=1.OO.[OH-].[Na+], predict the reaction product. The product is: [OH:5][CH:33]1[CH2:32][N:31]([CH2:35][CH2:36][CH2:37][CH2:38][CH2:39][CH2:40][C:41]([O:43][CH2:44][CH3:45])=[O:42])[C:21]2=[N:22][C:23]([C:24]3[CH:29]=[CH:28][C:27]([CH3:30])=[CH:26][CH:25]=3)=[C:18]([C:15]3[CH:14]=[CH:13][C:12]([CH3:46])=[CH:17][CH:16]=3)[N:19]=[C:20]2[CH2:34]1. (8) The product is: [CH3:2][O:3][C:4]1[CH:5]=[CH:6][C:7]([N+:13]([O-:15])=[O:14])=[C:8]([CH2:10][CH2:11][NH2:12])[CH:9]=1. Given the reactants B.[CH3:2][O:3][C:4]1[CH:5]=[CH:6][C:7]([N+:13]([O-:15])=[O:14])=[C:8]([CH2:10][C:11]#[N:12])[CH:9]=1.CO.Cl, predict the reaction product.